Dataset: Full USPTO retrosynthesis dataset with 1.9M reactions from patents (1976-2016). Task: Predict the reactants needed to synthesize the given product. (1) Given the product [CH2:3]([N:10]1[CH:16]2[CH2:17][CH2:18][CH:11]1[CH2:12][N:13]([CH3:2])[CH2:14][CH2:15]2)[C:4]1[CH:5]=[CH:6][CH:7]=[CH:8][CH:9]=1, predict the reactants needed to synthesize it. The reactants are: I[CH3:2].[CH2:3]([N:10]1[CH:16]2[CH2:17][CH2:18][CH:11]1[CH2:12][NH:13][CH2:14][CH2:15]2)[C:4]1[CH:9]=[CH:8][CH:7]=[CH:6][CH:5]=1. (2) Given the product [ClH:1].[C:12]([C:11]1[CH:17]=[C:18]([NH2:19])[N:8]([C:5]2[CH:6]=[CH:7][C:2]([CH3:10])=[CH:3][CH:4]=2)[N:9]=1)([CH3:15])([CH3:14])[CH3:13], predict the reactants needed to synthesize it. The reactants are: [ClH:1].[C:2]1([CH3:10])[CH:7]=[CH:6][C:5]([NH:8][NH2:9])=[CH:4][CH:3]=1.[C:11]([CH2:17][C:18]#[N:19])(=O)[C:12]([CH3:15])([CH3:14])[CH3:13]. (3) Given the product [CH3:15][N:16]1[C:20]([CH3:21])=[C:19]([NH:22][C:9]([C:4]2[CH:3]=[CH:2][NH:1][N:5]=2)=[O:10])[C:18]([CH3:23])=[N:17]1, predict the reactants needed to synthesize it. The reactants are: [N:1]1[N:5]2[C:9](=[O:10])[C:4]3[N:5]([N:1]=[CH:2][CH:3]=3)[C:9](=[O:10])[C:4]2=[CH:3][CH:2]=1.[CH3:15][N:16]1[C:20]([CH3:21])=[C:19]([NH2:22])[C:18]([CH3:23])=[N:17]1. (4) Given the product [Cl:34][C:35]1[CH:36]=[C:37]2[C:41](=[CH:42][CH:43]=1)[NH:40][C:39]([C:6]([NH:8][C@H:9]1[CH2:14][C@H:13]([C:15]([O:17][CH2:18][CH3:19])=[O:16])[CH2:12][CH2:11][C@H:10]1[NH:20][C:21]([C:23]1[S:24][C:25]3[CH2:26][N:27]([CH3:32])[CH2:28][CH2:29][C:30]=3[N:31]=1)=[O:22])=[O:5])=[CH:38]2, predict the reactants needed to synthesize it. The reactants are: C([O:5][C:6]([NH:8][C@H:9]1[CH2:14][C@H:13]([C:15]([O:17][CH2:18][CH3:19])=[O:16])[CH2:12][CH2:11][C@H:10]1[NH:20][C:21]([C:23]1[S:24][C:25]2[CH2:26][N:27]([CH3:32])[CH2:28][CH2:29][C:30]=2[N:31]=1)=[O:22])=O)(C)(C)C.Cl.[Cl:34][C:35]1[CH:36]=[C:37]2[C:41](=[CH:42][CH:43]=1)[NH:40][C:39](C(O)=O)=[CH:38]2. (5) Given the product [F:34][C:33]([F:35])([F:36])[C:28]1[CH:29]=[CH:30][CH:31]=[CH:32][C:27]=1[NH:26][C:23]1[CH:22]=[CH:21][C:20]([CH2:19][NH:18][C:15]([C@:10]2([NH:9][C:7]([C:5]3[CH:4]=[N:3][CH:2]=[N:1][CH:6]=3)=[O:8])[CH2:14][CH2:13][O:12][CH2:11]2)=[O:17])=[CH:25][CH:24]=1, predict the reactants needed to synthesize it. The reactants are: [N:1]1[CH:6]=[C:5]([C:7]([NH:9][C@@:10]2([C:15]([OH:17])=O)[CH2:14][CH2:13][O:12][CH2:11]2)=[O:8])[CH:4]=[N:3][CH:2]=1.[NH2:18][CH2:19][C:20]1[CH:25]=[CH:24][C:23]([NH:26][C:27]2[CH:32]=[CH:31][CH:30]=[CH:29][C:28]=2[C:33]([F:36])([F:35])[F:34])=[CH:22][CH:21]=1. (6) Given the product [C:26]([C:25]1[N:24]=[CH:23][C:22]([NH:28][C@@H:29]2[CH2:34][CH2:33][CH2:32][CH2:31][C@@H:30]2[NH:35][C:36](=[O:42])[O:37][C:38]([CH3:40])([CH3:39])[CH3:41])=[CH:21][C:20]=1[NH:12][C:10]1[CH:9]=[CH:8][CH:7]=[C:6]([N:2]2[N:3]=[CH:4][CH:5]=[N:1]2)[N:11]=1)#[N:27], predict the reactants needed to synthesize it. The reactants are: [N:1]1[N:2]([C:6]2[N:11]=[C:10]([NH2:12])[CH:9]=[CH:8][CH:7]=2)[N:3]=[CH:4][CH:5]=1.C(=O)([O-])[O-].[Cs+].[Cs+].Br[C:20]1[CH:21]=[C:22]([NH:28][C@@H:29]2[CH2:34][CH2:33][CH2:32][CH2:31][C@@H:30]2[NH:35][C:36](=[O:42])[O:37][C:38]([CH3:41])([CH3:40])[CH3:39])[CH:23]=[N:24][C:25]=1[C:26]#[N:27].CC1(C)C2C(=C(P(C3C=CC=CC=3)C3C=CC=CC=3)C=CC=2)OC2C(P(C3C=CC=CC=3)C3C=CC=CC=3)=CC=CC1=2. (7) Given the product [CH3:108][O:107][C:106](=[O:109])[NH:105][C@@H:98]([CH:99]1[CH2:104][CH2:103][O:102][CH2:101][CH2:100]1)[C:97]([N:89]1[C@H:88]([C:86]2[NH:85][C:84]3[CH:111]=[C:80]([C:77]4[CH:76]=[CH:75][C:74]5[C:73]6[C:68](=[CH:69][C:70]([C:112]7[NH:116][C:115]([C@@H:117]8[CH2:121][CH2:120][CH2:119][N:118]8[C:48](=[O:61])[C@H:49]([NH:56][C:57]([O:59][CH3:60])=[O:58])[C:50]8[CH:55]=[CH:54][CH:53]=[CH:52][CH:51]=8)=[N:114][CH:113]=7)=[CH:71][CH:72]=6)[C:67]([F:66])([F:122])[C:79]=5[CH:78]=4)[CH:81]=[CH:82][C:83]=3[N:87]=2)[CH2:96][C:91]2([O:95][CH2:94][CH2:93][O:92]2)[CH2:90]1)=[O:110], predict the reactants needed to synthesize it. The reactants are: COC(=O)N[C@@H](C(C)C)C(N1[C@H](C2NC(C3C=CC(C4C=CC5C(=CC=C(C6NC([C@@H]7CCCN7[C:48](=[O:61])[C@H:49]([NH:56][C:57]([O:59][CH3:60])=[O:58])[C:50]7[CH:55]=[CH:54][CH:53]=[CH:52][CH:51]=7)=NC=6)C=5)C=4)=CC=3)=CN=2)CC2(OCCO2)C1)=O.[F:66][C:67]1([F:122])[C:79]2[CH:78]=[C:77]([C:80]3[CH:81]=[CH:82][C:83]4[N:87]=[C:86]([C@@H:88]5[CH2:96][C:91]6([O:95][CH2:94][CH2:93][O:92]6)[CH2:90][N:89]5[C:97](=[O:110])[C@@H:98]([NH:105][C:106](=[O:109])[O:107][CH3:108])[CH:99]5[CH2:104][CH2:103][O:102][CH2:101][CH2:100]5)[NH:85][C:84]=4[CH:111]=3)[CH:76]=[CH:75][C:74]=2[C:73]2[C:68]1=[CH:69][C:70]([C:112]1[NH:116][C:115]([C@@H:117]3[CH2:121][CH2:120][CH2:119][NH:118]3)=[N:114][CH:113]=1)=[CH:71][CH:72]=2.Cl. (8) Given the product [F:19][C:15]1[CH:14]=[C:13]([CH:18]=[CH:17][CH:16]=1)[C:12]([NH:11][C:8]1[CH:9]=[CH:10][C:5]([O:4][CH2:3][CH2:2][NH:27][C:28]2[N:32]=[CH:31][NH:30][N:29]=2)=[C:6]([C:21]2[N:25]([CH3:26])[N:24]=[CH:23][CH:22]=2)[CH:7]=1)=[O:20], predict the reactants needed to synthesize it. The reactants are: Br[CH2:2][CH2:3][O:4][C:5]1[CH:10]=[CH:9][C:8]([NH:11][C:12](=[O:20])[C:13]2[CH:18]=[CH:17][CH:16]=[C:15]([F:19])[CH:14]=2)=[CH:7][C:6]=1[C:21]1[N:25]([CH3:26])[N:24]=[CH:23][CH:22]=1.[NH2:27][C:28]1[N:32]=[CH:31][NH:30][N:29]=1.[H-].[Na+]. (9) Given the product [NH2:8][C:7]1[C:2]([Cl:1])=[N:3][C:4]([CH3:21])=[C:5]([CH3:20])[C:6]=1[NH:11][CH2:12][C:13]1([OH:19])[CH2:14][CH2:15][O:16][CH2:17][CH2:18]1, predict the reactants needed to synthesize it. The reactants are: [Cl:1][C:2]1[C:7]([N+:8]([O-])=O)=[C:6]([NH:11][CH2:12][C:13]2([OH:19])[CH2:18][CH2:17][O:16][CH2:15][CH2:14]2)[C:5]([CH3:20])=[C:4]([CH3:21])[N:3]=1. (10) Given the product [CH2:51]([N:52]1[C:2]2[C:3](=[CH:7][C:8]([N+:11]([O-:13])=[O:12])=[CH:9][CH:10]=2)[C:4](=[O:6])[NH:53]1)[C:48]1[CH:49]=[CH:50][CH:45]=[CH:46][CH:47]=1, predict the reactants needed to synthesize it. The reactants are: F[C:2]1[CH:10]=[CH:9][C:8]([N+:11]([O-:13])=[O:12])=[CH:7][C:3]=1[C:4]([OH:6])=O.CN(C(ON1N=NC2C=CC=CC1=2)=[N+](C)C)C.[B-](F)(F)(F)F.C(N(C(C)C)C(C)C)C.[CH:45]1[CH:50]=[CH:49][C:48]([CH2:51][NH:52][NH2:53])=[CH:47][CH:46]=1.Cl.Cl.Cl.